This data is from Forward reaction prediction with 1.9M reactions from USPTO patents (1976-2016). The task is: Predict the product of the given reaction. (1) Given the reactants [C:1]([C:3]1[C:4]([C:17]([F:20])([F:19])[F:18])=[C:5]2[C:9](=[CH:10][CH:11]=1)[N:8]([CH2:12][C:13](=[NH:16])[NH:14][OH:15])[CH:7]=[CH:6]2)#[N:2].[Cl:21][C:22]1[CH:23]=[CH:24][C:25]([F:31])=[C:26]([CH:30]=1)[C:27](O)=O, predict the reaction product. The product is: [Cl:21][C:22]1[CH:23]=[CH:24][C:25]([F:31])=[C:26]([C:27]2[O:15][N:14]=[C:13]([CH2:12][N:8]3[C:9]4[C:5](=[C:4]([C:17]([F:19])([F:20])[F:18])[C:3]([C:1]#[N:2])=[CH:11][CH:10]=4)[CH:6]=[CH:7]3)[N:16]=2)[CH:30]=1. (2) Given the reactants [CH:1]1[C:6]([Cl:7])=[N:5][C:4](Cl)=[CH:3][C:2]=1[C:9]([F:12])([F:11])[F:10].[OH-].[NH4+:14], predict the reaction product. The product is: [Cl:7][C:6]1[N:5]=[C:4]([NH2:14])[CH:3]=[C:2]([C:9]([F:12])([F:11])[F:10])[CH:1]=1. (3) The product is: [Cl:1][C:2]1[CH:7]=[C:6]([Cl:8])[CH:5]=[CH:4][C:3]=1[C:9]1[C:17]2[C:13](=[C:14]([C:19]3[O:20][CH:23]=[N:22][N:21]=3)[N:15]([CH3:18])[N:16]=2)[CH:12]=[CH:11][CH:10]=1. Given the reactants [Cl:1][C:2]1[CH:7]=[C:6]([Cl:8])[CH:5]=[CH:4][C:3]=1[C:9]1[C:17]2[C:13](=[C:14]([C:19]([NH:21][NH2:22])=[O:20])[N:15]([CH3:18])[N:16]=2)[CH:12]=[CH:11][CH:10]=1.[CH3:23]OC(OC)OC.O.C1(C)C=CC(S(O)(=O)=O)=CC=1, predict the reaction product. (4) The product is: [ClH:22].[CH2:7]([N:14]([CH:19]([C:5]#[N:6])[CH3:20])[CH2:15][C:16]([OH:18])=[O:17])[C:8]1[CH:13]=[CH:12][CH:11]=[CH:10][CH:9]=1. Given the reactants C[Si]([C:5]#[N:6])(C)C.[CH2:7]([NH:14][CH2:15][C:16]([OH:18])=[O:17])[C:8]1[CH:13]=[CH:12][CH:11]=[CH:10][CH:9]=1.[CH:19](=O)[CH3:20].[Cl:22]CCl, predict the reaction product. (5) Given the reactants FC(F)(F)C([NH:5][C@H:6]([C:11]1[CH:16]=[CH:15][C:14]([F:17])=[CH:13][CH:12]=1)[C:7]([OH:10])([CH3:9])[CH3:8])=O.[OH-].[K+].O.ClCCl, predict the reaction product. The product is: [NH2:5][C@H:6]([C:11]1[CH:12]=[CH:13][C:14]([F:17])=[CH:15][CH:16]=1)[C:7]([CH3:9])([OH:10])[CH3:8]. (6) Given the reactants [H-].[Na+].[CH2:3]([O:10][C:11]1[CH:16]=[CH:15][C:14]([CH2:17][CH2:18][C:19]([NH2:21])=[O:20])=[C:13]([OH:22])[CH:12]=1)[C:4]1[CH:9]=[CH:8][CH:7]=[CH:6][CH:5]=1.[CH3:23][O:24]CCl.[CH3:27]N(C)C=O, predict the reaction product. The product is: [CH2:3]([O:10][C:11]1[CH:16]=[CH:15][C:14]([CH2:17][CH2:18][C:19]([NH2:21])=[O:20])=[C:13]([O:22][CH3:27])[C:12]=1[O:24][CH3:23])[C:4]1[CH:5]=[CH:6][CH:7]=[CH:8][CH:9]=1.